This data is from Reaction yield outcomes from USPTO patents with 853,638 reactions. The task is: Predict the reaction yield, written as a fraction of the theoretical maximum amount of product (1.0 means a 100% yield; for example, 0.34 means a 34% yield). (1) The reactants are [C:1]([O:5][C:6]([N:8]([CH2:14][C:15]1[CH:24]=[CH:23][C:22]2[C:17](=[CH:18][CH:19]=[C:20]([O:25][C@H:26]3[CH2:31][CH2:30][C@H:29]([C:32]([CH3:35])([CH3:34])[CH3:33])[CH2:28][CH2:27]3)[CH:21]=2)[CH:16]=1)[CH2:9][CH2:10][C:11](O)=[O:12])=[O:7])([CH3:4])([CH3:3])[CH3:2].[NH4+:36].[Cl-].CCN(CC)CC.CN(C(ON1N=NC2C=CC=NC1=2)=[N+](C)C)C.F[P-](F)(F)(F)(F)F. The catalyst is C1COCC1. The product is [NH2:36][C:11](=[O:12])[CH2:10][CH2:9][N:8]([CH2:14][C:15]1[CH:24]=[CH:23][C:22]2[C:17](=[CH:18][CH:19]=[C:20]([O:25][C@H:26]3[CH2:27][CH2:28][C@H:29]([C:32]([CH3:35])([CH3:34])[CH3:33])[CH2:30][CH2:31]3)[CH:21]=2)[CH:16]=1)[C:6](=[O:7])[O:5][C:1]([CH3:4])([CH3:3])[CH3:2]. The yield is 0.700. (2) The reactants are [C:1]([O:5][C:6]([NH:8][C@:9]1([C:14]([OH:16])=O)[CH2:11][C@H:10]1[CH:12]=[CH2:13])=[O:7])([CH3:4])([CH3:3])[CH3:2].C1N=CN(C(N2C=NC=C2)=O)C=1.[CH:29]1([S:32]([NH2:35])(=[O:34])=[O:33])[CH2:31][CH2:30]1.C1CCN2C(=NCCC2)CC1. The catalyst is C1COCC1. The product is [C:1]([O:5][C:6]([NH:8][C@:9]1([C:14]([NH:35][S:32]([CH:29]2[CH2:31][CH2:30]2)(=[O:34])=[O:33])=[O:16])[CH2:11][C@H:10]1[CH:12]=[CH2:13])=[O:7])([CH3:2])([CH3:3])[CH3:4]. The yield is 0.920. (3) The reactants are C([NH:4][C:5]1[N:6]=[C:7]2[CH:12]=[CH:11][C:10]([O:13][C:14]3[CH:15]=[C:16]([NH:20][C:21](=[O:33])[C:22]4[CH:27]=[CH:26][CH:25]=[C:24]([C:28]5([C:31]#[N:32])[CH2:30][CH2:29]5)[CH:23]=4)[CH:17]=[CH:18][CH:19]=3)=[N:9][N:8]2[CH:34]=1)(=O)C.Cl.C(OCC)(=O)C.[OH-].[Na+]. The catalyst is CO. The product is [NH2:4][C:5]1[N:6]=[C:7]2[CH:12]=[CH:11][C:10]([O:13][C:14]3[CH:15]=[C:16]([NH:20][C:21](=[O:33])[C:22]4[CH:27]=[CH:26][CH:25]=[C:24]([C:28]5([C:31]#[N:32])[CH2:30][CH2:29]5)[CH:23]=4)[CH:17]=[CH:18][CH:19]=3)=[N:9][N:8]2[CH:34]=1. The yield is 0.820. (4) The reactants are [CH2:1]([O:4][C@H:5]1[C@@H:9]([CH2:10][C:11]2[CH:16]=[C:15]([CH3:17])[CH:14]=[C:13]([N:18]([C:26]([O:28][C:29]([CH3:32])([CH3:31])[CH3:30])=[O:27])[C:19]([O:21][C:22]([CH3:25])([CH3:24])[CH3:23])=[O:20])[N:12]=2)[CH2:8][N:7]([C:33]([O:35][C:36]([CH3:39])([CH3:38])[CH3:37])=[O:34])[CH2:6]1)[CH:2]=C.[O:40]=[O+][O-].S(C)C. The catalyst is C(Cl)Cl. The product is [C:22]([O:21][C:19]([N:18]([C:26]([O:28][C:29]([CH3:32])([CH3:30])[CH3:31])=[O:27])[C:13]1[N:12]=[C:11]([CH2:10][C@@H:9]2[C@H:5]([O:4][CH2:1][CH:2]=[O:40])[CH2:6][N:7]([C:33]([O:35][C:36]([CH3:39])([CH3:37])[CH3:38])=[O:34])[CH2:8]2)[CH:16]=[C:15]([CH3:17])[CH:14]=1)=[O:20])([CH3:23])([CH3:24])[CH3:25]. The yield is 0.870. (5) The reactants are Cl.[NH2:2][NH:3][C:4]([NH2:6])=[O:5].C([O-])(O)=O.[Na+].[CH3:12][C:13]([CH3:18])([CH3:17])[C:14](Cl)=O.[OH-].[Na+].Cl. The catalyst is O. The product is [C:13]([C:18]1[NH:6][C:4](=[O:5])[NH:3][N:2]=1)([CH3:17])([CH3:14])[CH3:12]. The yield is 0.619. (6) The reactants are [NH2:1][C:2]1[CH:7]=[CH:6][CH:5]=[CH:4][CH:3]=1.C([O-])([O-])=O.[K+].[K+].I[CH2:15][CH2:16][C:17]1[O:18][CH:19]=[CH:20][CH:21]=1. The catalyst is CC(C)=O. The product is [O:18]1[CH:19]=[CH:20][CH:21]=[C:17]1[CH2:16][CH2:15][NH:1][C:2]1[CH:7]=[CH:6][CH:5]=[CH:4][CH:3]=1. The yield is 0.650.